This data is from Forward reaction prediction with 1.9M reactions from USPTO patents (1976-2016). The task is: Predict the product of the given reaction. Given the reactants [Cl:1][C:2]1[CH:23]=[C:22]([NH:24][C:25]2[C:26]3[N:33]([CH2:34][CH2:35][OH:36])[CH:32]=[CH:31][C:27]=3[N:28]=[CH:29][N:30]=2)[CH:21]=[CH:20][C:3]=1[O:4][C:5]1[CH:6]=[C:7]([C:11](=[O:19])[CH2:12][C:13]2[CH:18]=[CH:17][CH:16]=[CH:15][CH:14]=2)[CH:8]=[CH:9][CH:10]=1.[BH4-].[Na+], predict the reaction product. The product is: [Cl:1][C:2]1[CH:23]=[C:22]([NH:24][C:25]2[C:26]3[N:33]([CH2:34][CH2:35][OH:36])[CH:32]=[CH:31][C:27]=3[N:28]=[CH:29][N:30]=2)[CH:21]=[CH:20][C:3]=1[O:4][C:5]1[CH:6]=[C:7]([CH:11]([OH:19])[CH2:12][C:13]2[CH:18]=[CH:17][CH:16]=[CH:15][CH:14]=2)[CH:8]=[CH:9][CH:10]=1.